Dataset: Forward reaction prediction with 1.9M reactions from USPTO patents (1976-2016). Task: Predict the product of the given reaction. (1) Given the reactants [N+:1]([C:4]1[CH:9]=[CH:8][C:7]([C:10]2[S:11][C:12]([C:15]([O:17][CH2:18][CH3:19])=[O:16])=[CH:13][N:14]=2)=[CH:6][CH:5]=1)([O-])=O.C([O-])=O.[NH4+], predict the reaction product. The product is: [NH2:1][C:4]1[CH:5]=[CH:6][C:7]([C:10]2[S:11][C:12]([C:15]([O:17][CH2:18][CH3:19])=[O:16])=[CH:13][N:14]=2)=[CH:8][CH:9]=1. (2) Given the reactants P([O-])([O-])([O-])=O.[F:6][C:7]([F:17])([F:16])[C:8]([C:10]1[CH:15]=[CH:14][CH:13]=[CH:12][CH:11]=1)=[O:9].CC(O)C, predict the reaction product. The product is: [F:6][C:7]([F:16])([F:17])[CH:8]([C:10]1[CH:15]=[CH:14][CH:13]=[CH:12][CH:11]=1)[OH:9]. (3) Given the reactants [C:1]([C:5]1[N:9]([CH2:10][CH:11]2[CH2:16][CH2:15][C:14]([F:18])([F:17])[CH2:13][CH2:12]2)[C:8]2[CH:19]=[CH:20][C:21]([C:23](O)=[O:24])=[CH:22][C:7]=2[N:6]=1)([CH3:4])([CH3:3])[CH3:2].CCN(C(C)C)C(C)C.CN(C(ON1N=NC2C=CC=NC1=2)=[N+](C)C)C.F[P-](F)(F)(F)(F)F.Cl.[NH:60]1[CH2:65][CH2:64][CH:63]([CH2:66][C:67]([O:69][CH3:70])=[O:68])[CH2:62][CH2:61]1, predict the reaction product. The product is: [CH3:70][O:69][C:67](=[O:68])[CH2:66][CH:63]1[CH2:64][CH2:65][N:60]([C:23]([C:21]2[CH:20]=[CH:19][C:8]3[N:9]([CH2:10][CH:11]4[CH2:16][CH2:15][C:14]([F:17])([F:18])[CH2:13][CH2:12]4)[C:5]([C:1]([CH3:4])([CH3:3])[CH3:2])=[N:6][C:7]=3[CH:22]=2)=[O:24])[CH2:61][CH2:62]1.